Dataset: Peptide-MHC class I binding affinity with 185,985 pairs from IEDB/IMGT. Task: Regression. Given a peptide amino acid sequence and an MHC pseudo amino acid sequence, predict their binding affinity value. This is MHC class I binding data. The peptide sequence is PYMPSVVETL. The MHC is HLA-A24:02 with pseudo-sequence HLA-A24:02. The binding affinity (normalized) is 0.680.